From a dataset of Catalyst prediction with 721,799 reactions and 888 catalyst types from USPTO. Predict which catalyst facilitates the given reaction. (1) Reactant: Cl[C:2]1[C:3]2[C:10]([CH2:11][CH2:12][CH3:13])=[CH:9][N:8]([C:14]3[CH:15]=[C:16]([CH3:20])[CH:17]=[CH:18][CH:19]=3)[C:4]=2[N:5]=[CH:6][N:7]=1.[O:21]1[CH2:26][CH2:25][CH:24]([NH2:27])[CH2:23][CH2:22]1.CC([O-])=O.[Na+]. Product: [CH2:11]([C:10]1[C:3]2[C:2]([NH:27][CH:24]3[CH2:25][CH2:26][O:21][CH2:22][CH2:23]3)=[N:7][CH:6]=[N:5][C:4]=2[N:8]([C:14]2[CH:15]=[C:16]([CH3:20])[CH:17]=[CH:18][CH:19]=2)[CH:9]=1)[CH2:12][CH3:13]. The catalyst class is: 8. (2) Reactant: [CH2:1]([NH:8][C:9]([C:11]1[S:15][C:14]([C:16]2[NH:17][N:18]=[CH:19][CH:20]=2)=[N:13][C:12]=1[CH3:21])=[O:10])[C:2]1[CH:7]=[CH:6][CH:5]=[CH:4][CH:3]=1.Br[CH2:23][CH2:24][C:25]1[CH:30]=[CH:29][CH:28]=[CH:27][N:26]=1.C(=O)([O-])[O-].[K+].[K+]. Product: [CH2:1]([NH:8][C:9]([C:11]1[S:15][C:14]([C:16]2[CH:20]=[CH:19][N:18]([CH2:23][CH2:24][C:25]3[CH:30]=[CH:29][CH:28]=[CH:27][N:26]=3)[N:17]=2)=[N:13][C:12]=1[CH3:21])=[O:10])[C:2]1[CH:3]=[CH:4][CH:5]=[CH:6][CH:7]=1. The catalyst class is: 148.